From a dataset of Catalyst prediction with 721,799 reactions and 888 catalyst types from USPTO. Predict which catalyst facilitates the given reaction. (1) Reactant: COC(=O)CC1C=CC(CN2C(=O)CC[C@@H]2C(OC(C)(C)C)=O)=CC=1.[CH3:26][O:27][C:28]([C:30]1[S:34][C:33]([C:35]#[C:36][CH2:37][NH:38][C@H:39]([CH2:47][CH2:48][C:49]([O:51]C(C)(C)C)=O)[C:40]([O:42][C:43]([CH3:46])([CH3:45])[CH3:44])=[O:41])=[CH:32][CH:31]=1)=[O:29]. Product: [CH3:26][O:27][C:28]([C:30]1[S:34][C:33]([C:35]#[C:36][CH2:37][N:38]2[C:49](=[O:51])[CH2:48][CH2:47][C@@H:39]2[C:40]([O:42][C:43]([CH3:46])([CH3:45])[CH3:44])=[O:41])=[CH:32][CH:31]=1)=[O:29]. The catalyst class is: 13. (2) Reactant: Cl.[CH3:2][C@@:3]([S:44]([CH3:47])(=[O:46])=[O:45])([CH2:14][CH2:15][N:16]1[CH:21]=[CH:20][C:19]([C:22]2[CH:27]=[CH:26][C:25]([O:28][CH2:29][C@H:30]3[CH2:35][CH2:34][C@@H:33]([O:36]C4CCCCO4)[CH2:32][CH2:31]3)=[CH:24][CH:23]=2)=[CH:18][C:17]1=[O:43])[C:4]([NH:6][O:7]C1CCCCO1)=[O:5]. Product: [OH:7][NH:6][C:4](=[O:5])[C@:3]([CH3:2])([S:44]([CH3:47])(=[O:46])=[O:45])[CH2:14][CH2:15][N:16]1[CH:21]=[CH:20][C:19]([C:22]2[CH:27]=[CH:26][C:25]([O:28][CH2:29][C@H:30]3[CH2:31][CH2:32][C@@H:33]([OH:36])[CH2:34][CH2:35]3)=[CH:24][CH:23]=2)=[CH:18][C:17]1=[O:43]. The catalyst class is: 12. (3) Reactant: [Cl:1][C:2]1[C:10]2[C:5](=[CH:6][CH:7]=[C:8]([C:11]3[N:15]=[C:14]([C:16]4[CH:21]=[CH:20][C:19]([O:22][CH:23]([CH3:25])[CH3:24])=[C:18]([Cl:26])[CH:17]=4)[O:13][N:12]=3)[CH:9]=2)[NH:4][CH:3]=1.Br[CH2:28][CH2:29][C:30]([O:32]CC)=[O:31].Cl.[OH-].[Na+:37]. Product: [Cl:1][C:2]1[C:10]2[C:5](=[CH:6][CH:7]=[C:8]([C:11]3[N:15]=[C:14]([C:16]4[CH:21]=[CH:20][C:19]([O:22][CH:23]([CH3:24])[CH3:25])=[C:18]([Cl:26])[CH:17]=4)[O:13][N:12]=3)[CH:9]=2)[N:4]([CH2:28][CH2:29][C:30]([O-:32])=[O:31])[CH:3]=1.[Na+:37]. The catalyst class is: 3. (4) Product: [Cl:1][C:2]1[N:3]=[C:4]([NH:22][C:23]2[CH:24]=[C:25]([CH:29]=[CH:30][CH:31]=2)[C:26]([NH2:28])=[O:27])[C:5]2[CH:10]=[CH:9][N:8]([S:11]([C:14]3[CH:20]=[CH:19][C:17]([CH3:18])=[CH:16][CH:15]=3)(=[O:13])=[O:12])[C:6]=2[N:7]=1. Reactant: [Cl:1][C:2]1[N:3]=[C:4](Cl)[C:5]2[CH:10]=[CH:9][N:8]([S:11]([C:14]3[CH:20]=[CH:19][C:17]([CH3:18])=[CH:16][CH:15]=3)(=[O:13])=[O:12])[C:6]=2[N:7]=1.[NH2:22][C:23]1[CH:24]=[C:25]([CH:29]=[CH:30][CH:31]=1)[C:26]([NH2:28])=[O:27].C(N(CC)CC)C. The catalyst class is: 12. (5) Reactant: [OH:1][C:2]1[CH:15]=[CH:14][C:5]2[C@H:6]([CH2:9][C:10]([O:12][CH3:13])=[O:11])[CH2:7][O:8][C:4]=2[CH:3]=1.[Cl:16][C:17]1[C:18]([CH3:41])=[C:19]([C:33]2[CH:38]=[CH:37][CH:36]=[C:35]([CH2:39]O)[CH:34]=2)[C:20]([CH3:32])=[C:21]([Cl:31])[C:22]=1[O:23][CH2:24][CH2:25][CH2:26][S:27]([CH3:30])(=[O:29])=[O:28].C(P(CCCC)CCCC)CCC.N(C(N1CCCCC1)=O)=NC(N1CCCCC1)=O. The catalyst class is: 345. Product: [Cl:31][C:21]1[C:20]([CH3:32])=[C:19]([C:33]2[CH:38]=[CH:37][CH:36]=[C:35]([CH2:39][O:1][C:2]3[CH:15]=[CH:14][C:5]4[C@H:6]([CH2:9][C:10]([O:12][CH3:13])=[O:11])[CH2:7][O:8][C:4]=4[CH:3]=3)[CH:34]=2)[C:18]([CH3:41])=[C:17]([Cl:16])[C:22]=1[O:23][CH2:24][CH2:25][CH2:26][S:27]([CH3:30])(=[O:29])=[O:28].